From a dataset of Catalyst prediction with 721,799 reactions and 888 catalyst types from USPTO. Predict which catalyst facilitates the given reaction. (1) Reactant: [Br:1][C:2]1[CH:3]=[C:4]([Br:26])[C:5]2[N:10]=[C:9]([C:11]3[N:12]([C:17]4[C:22]([Cl:23])=[CH:21][CH:20]=[CH:19][N:18]=4)[CH:13]=[C:14]([Br:16])[CH:15]=3)[O:8][C:7](=[O:24])[C:6]=2[CH:25]=1.[CH3:27][NH:28][NH2:29].O1CCCC1. Product: [Br:16][C:14]1[CH:15]=[C:11]([C:9]([NH:10][C:5]2[C:4]([Br:26])=[CH:3][C:2]([Br:1])=[CH:25][C:6]=2[C:7]([N:28]([CH3:27])[NH2:29])=[O:24])=[O:8])[N:12]([C:17]2[C:22]([Cl:23])=[CH:21][CH:20]=[CH:19][N:18]=2)[CH:13]=1. The catalyst class is: 6. (2) Reactant: C(O)(C)(C)C.Cl[S:7]([N:10]=C=O)(=[O:9])=[O:8].C(OC(NS(Cl)(=O)=O)=O)(C)(C)C.[NH2:25][C:26]1[CH:31]=[CH:30][CH:29]=[CH:28][C:27]=1[C:32]1[CH:37]=[CH:36][C:35]([C:38]2[N:39]=[CH:40][C:41]([NH2:44])=[N:42][CH:43]=2)=[C:34]([F:45])[CH:33]=1.C(N(CC)CC)C. Product: [NH2:44][C:41]1[N:42]=[CH:43][C:38]([C:35]2[CH:36]=[CH:37][C:32]([C:27]3[CH:28]=[CH:29][CH:30]=[CH:31][C:26]=3[NH:25][S:7]([NH2:10])(=[O:9])=[O:8])=[CH:33][C:34]=2[F:45])=[N:39][CH:40]=1. The catalyst class is: 2. (3) Reactant: [CH2:1]([Li])[CH2:2]CC.C(NC(C)C)(C)C.[Br:13][C:14]1[N:19]=[C:18]([CH2:20][C:21]#[N:22])[CH:17]=[CH:16][CH:15]=1.BrCCBr. Product: [Br:13][C:14]1[N:19]=[C:18]([C:20]2([C:21]#[N:22])[CH2:2][CH2:1]2)[CH:17]=[CH:16][CH:15]=1. The catalyst class is: 299. (4) Reactant: [Mg:1].C(O)CCC.[F:7][C:8]([F:13])([F:12])[C:9]([OH:11])=[O:10]. Product: [F:7][C:8]([F:13])([F:12])[C:9]([O-:11])=[O:10].[Mg+2:1].[F:7][C:8]([F:13])([F:12])[C:9]([O-:11])=[O:10]. The catalyst class is: 32. (5) Reactant: [Br:1][CH2:2][CH2:3][CH2:4][N:5]1[C:13]([O:14]C)=[N:12][C:11]2[C:6]1=[N:7][C:8]([O:17][CH2:18][CH2:19][CH2:20][CH3:21])=[N:9][C:10]=2[NH2:16].Cl. Product: [NH2:16][C:10]1[N:9]=[C:8]([O:17][CH2:18][CH2:19][CH2:20][CH3:21])[N:7]=[C:6]2[C:11]=1[NH:12][C:13](=[O:14])[N:5]2[CH2:4][CH2:3][CH2:2][Br:1]. The catalyst class is: 71.